From a dataset of Catalyst prediction with 721,799 reactions and 888 catalyst types from USPTO. Predict which catalyst facilitates the given reaction. (1) Reactant: [Cl:1][C:2]1[C:7]([Cl:8])=[CH:6][CH:5]=[CH:4][C:3]=1[S:9](Cl)(=[O:11])=[O:10].[CH3:13][O:14][C:15]([C:17]1[C:22]([NH2:23])=[N:21][CH:20]=[CH:19][N:18]=1)=[O:16].[H-].[Na+]. Product: [Cl:1][C:2]1[C:7]([Cl:8])=[CH:6][CH:5]=[CH:4][C:3]=1[S:9]([NH:23][C:22]1[C:17]([C:15]([O:14][CH3:13])=[O:16])=[N:18][CH:19]=[CH:20][N:21]=1)(=[O:11])=[O:10]. The catalyst class is: 6. (2) Reactant: [F:1][C:2]1[CH:3]=[C:4]([CH:7]=[C:8]([F:13])[C:9]=1[CH:10]=[N:11]O)[C:5]#[N:6].N. Product: [NH2:11][CH2:10][C:9]1[C:8]([F:13])=[CH:7][C:4]([C:5]#[N:6])=[CH:3][C:2]=1[F:1]. The catalyst class is: 183. (3) Reactant: [CH:1]1([CH2:7][C@H:8]([NH:12][C:13](=[O:19])[O:14][C:15]([CH3:18])([CH3:17])[CH3:16])[C@H:9]2[CH2:11][O:10]2)[CH2:6][CH2:5][CH2:4][CH2:3][CH2:2]1.[C:20]([C:22]1[CH:29]=[CH:28][C:25]([CH2:26][NH2:27])=[CH:24][CH:23]=1)#[N:21]. Product: [C:20]([C:22]1[CH:29]=[CH:28][C:25]([CH2:26][NH:27][CH2:11][C@@H:9]([OH:10])[C@@H:8]([NH:12][C:13](=[O:19])[O:14][C:15]([CH3:18])([CH3:17])[CH3:16])[CH2:7][CH:1]2[CH2:6][CH2:5][CH2:4][CH2:3][CH2:2]2)=[CH:24][CH:23]=1)#[N:21]. The catalyst class is: 23. (4) Reactant: [Cl:1][C:2]1[CH:7]=[CH:6][C:5]([CH:8]([C:16]2[CH:21]=[CH:20][C:19]([Cl:22])=[CH:18][CH:17]=2)[N:9]2[CH2:14][CH2:13][NH:12][C:11](=[O:15])[CH2:10]2)=[CH:4][CH:3]=1.Br[CH2:24][C:25]([O:27][CH3:28])=[O:26].[H-].[Na+]. Product: [Cl:1][C:2]1[CH:3]=[CH:4][C:5]([CH:8]([C:16]2[CH:21]=[CH:20][C:19]([Cl:22])=[CH:18][CH:17]=2)[N:9]2[CH2:14][CH2:13][N:12]([CH2:24][C:25]([O:27][CH3:28])=[O:26])[C:11](=[O:15])[CH2:10]2)=[CH:6][CH:7]=1. The catalyst class is: 1. (5) Reactant: [N:1]1([C:7]([O:9][CH2:10][C:11]2[CH:16]=[CH:15][CH:14]=[CH:13][CH:12]=2)=[O:8])[CH2:6][CH2:5][NH:4][CH2:3][CH2:2]1.[O:17]=[C:18]1[C:23]([C:30]2[CH:35]=[CH:34][CH:33]=[CH:32][CH:31]=2)([C:24]2[CH:29]=[CH:28][CH:27]=[CH:26][CH:25]=2)[CH2:22][CH2:21][CH2:20][N:19]1[CH2:36][C:37](O)=[O:38].Cl.C(N=C=NCCCN(C)C)C. Product: [O:17]=[C:18]1[C:23]([C:24]2[CH:29]=[CH:28][CH:27]=[CH:26][CH:25]=2)([C:30]2[CH:35]=[CH:34][CH:33]=[CH:32][CH:31]=2)[CH2:22][CH2:21][CH2:20][N:19]1[CH2:36][C:37]([N:4]1[CH2:5][CH2:6][N:1]([C:7]([O:9][CH2:10][C:11]2[CH:16]=[CH:15][CH:14]=[CH:13][CH:12]=2)=[O:8])[CH2:2][CH2:3]1)=[O:38]. The catalyst class is: 4. (6) Reactant: [CH3:1][O:2][C:3]1[CH:4]=[C:5]([NH2:14])[C:6](=[CH:10][C:11]=1[O:12][CH3:13])[C:7](O)=[O:8].C([O-])([O-])OC.C([O-])(=O)C.[NH4+:24].[CH3:25]O. Product: [CH3:13][O:12][C:11]1[CH:10]=[C:6]2[C:5](=[CH:4][C:3]=1[O:2][CH3:1])[N:14]=[CH:25][NH:24][C:7]2=[O:8]. The catalyst class is: 6.